From a dataset of Full USPTO retrosynthesis dataset with 1.9M reactions from patents (1976-2016). Predict the reactants needed to synthesize the given product. Given the product [NH:7]1[C:8]2[C:4](=[CH:3][C:2]([CH:18]=[O:19])=[CH:10][CH:9]=2)[CH:5]=[N:6]1, predict the reactants needed to synthesize it. The reactants are: Br[C:2]1[CH:3]=[C:4]2[C:8](=[CH:9][CH:10]=1)[NH:7][N:6]=[CH:5]2.C([Li])CCC.CN(C)[CH:18]=[O:19].